From a dataset of Reaction yield outcomes from USPTO patents with 853,638 reactions. Predict the reaction yield, written as a fraction of the theoretical maximum amount of product (1.0 means a 100% yield; for example, 0.34 means a 34% yield). The reactants are [NH:1]1[CH2:7][CH:6]([OH:8])[CH2:5][NH:4][CH2:3][CH2:2]1.Br[C:10]1[CH:15]=[CH:14][CH:13]=[C:12](F)[N:11]=1.Cl[C:18]1[N:23]=[CH:22][C:21]2[CH:24]=[N:25][NH:26][C:20]=2[CH:19]=1.[CH3:27][N:28]1[CH:32]=[C:31](B2OC(C)(C)C(C)(C)O2)[CH:30]=[N:29]1. No catalyst specified. The product is [CH3:27][N:28]1[CH:32]=[C:31]([C:18]2[N:23]=[CH:22][C:21]3[CH:24]=[N:25][N:26]([C:12]4[N:11]=[C:10]([N:1]5[CH2:7][C@@H:6]([OH:8])[CH2:5][NH:4][CH2:3][CH2:2]5)[CH:15]=[CH:14][CH:13]=4)[C:20]=3[CH:19]=2)[CH:30]=[N:29]1. The yield is 0.235.